Dataset: Full USPTO retrosynthesis dataset with 1.9M reactions from patents (1976-2016). Task: Predict the reactants needed to synthesize the given product. Given the product [F:2][C:3]1[CH:8]=[CH:7][C:6]([C:9]2(/[CH:15]=[CH:16]/[CH2:22][C:21]([O:24][CH3:25])=[O:23])[CH2:14][CH2:13][CH2:12][CH2:11][CH2:10]2)=[CH:5][CH:4]=1, predict the reactants needed to synthesize it. The reactants are: Cl.[F:2][C:3]1[CH:8]=[CH:7][C:6]([C:9]2(/[CH:15]=[CH:16]/CC#N)[CH2:14][CH2:13][CH2:12][CH2:11][CH2:10]2)=[CH:5][CH:4]=1.O.[C:21]([O:24][CH2:25]C)(=[O:23])[CH3:22].